Dataset: Full USPTO retrosynthesis dataset with 1.9M reactions from patents (1976-2016). Task: Predict the reactants needed to synthesize the given product. (1) Given the product [F:1][C:2]1[CH:3]=[CH:4][C:5]([O:39][CH3:40])=[C:6]([C:8]2[CH:13]=[CH:12][N:11]=[C:10]3[N:14]([S:30]([C:33]4[CH:34]=[CH:35][CH:36]=[CH:37][CH:38]=4)(=[O:32])=[O:31])[C:15]([C:17]4[CH2:22][CH2:21][NH:20][CH2:19][CH:18]=4)=[CH:16][C:9]=23)[CH:7]=1, predict the reactants needed to synthesize it. The reactants are: [F:1][C:2]1[CH:3]=[CH:4][C:5]([O:39][CH3:40])=[C:6]([C:8]2[CH:13]=[CH:12][N:11]=[C:10]3[N:14]([S:30]([C:33]4[CH:38]=[CH:37][CH:36]=[CH:35][CH:34]=4)(=[O:32])=[O:31])[C:15]([C:17]4[CH2:22][CH2:21][N:20](C(OC(C)(C)C)=O)[CH2:19][CH:18]=4)=[CH:16][C:9]=23)[CH:7]=1.FC(F)(F)C(O)=O. (2) Given the product [CH3:13][O:14]/[N:15]=[C:16](/[C:18]1[N:19]=[C:20]([C:24]#[C:25][CH2:26][O:27][S:2]([CH3:1])(=[O:4])=[O:3])[CH:21]=[CH:22][CH:23]=1)\[CH3:17], predict the reactants needed to synthesize it. The reactants are: [CH3:1][S:2](Cl)(=[O:4])=[O:3].C(N(CC)CC)C.[CH3:13][O:14]/[N:15]=[C:16](/[C:18]1[CH:23]=[CH:22][CH:21]=[C:20]([C:24]#[C:25][CH2:26][OH:27])[N:19]=1)\[CH3:17].C(=O)(O)[O-].[Na+].